This data is from Reaction yield outcomes from USPTO patents with 853,638 reactions. The task is: Predict the reaction yield, written as a fraction of the theoretical maximum amount of product (1.0 means a 100% yield; for example, 0.34 means a 34% yield). (1) The reactants are [H-].[Al+3].[Li+].[H-].[H-].[H-].[CH3:7][C:8]1[N:9]([C:13]2[CH:23]=[CH:22][C:16]([C:17](OCC)=[O:18])=[CH:15][N:14]=2)[CH:10]=[CH:11][N:12]=1.O.[OH-].[Na+]. The catalyst is C1COCC1. The product is [CH3:7][C:8]1[N:9]([C:13]2[N:14]=[CH:15][C:16]([CH2:17][OH:18])=[CH:22][CH:23]=2)[CH:10]=[CH:11][N:12]=1. The yield is 0.920. (2) The reactants are C[N:2]1[C:7]([CH3:8])=[C:6]([N+:9]([O-:11])=[O:10])[CH:5]=[C:4]([N+]([O-])=O)[C:3]1=O.O=C1C[CH2:21][CH:20]([NH:23][C:24](=[O:30])[O:25][C:26]([CH3:29])([CH3:28])[CH3:27])[CH2:19][CH2:18]1.N. No catalyst specified. The product is [CH3:8][C:7]1[C:6]([N+:9]([O-:11])=[O:10])=[CH:5][C:4]2[CH2:21][CH:20]([NH:23][C:24](=[O:30])[O:25][C:26]([CH3:27])([CH3:29])[CH3:28])[CH2:19][CH2:18][C:3]=2[N:2]=1. The yield is 0.280. (3) The reactants are [CH3:1][O:2][C:3]([C:5]1[CH:10]=[CH:9][C:8](B(O)O)=[CH:7][CH:6]=1)=[O:4].N1C=CC=CC=1C1C=CC=CN=1.[CH3:26][S:27][C:28]1[CH:29]=[C:30]([SH:34])[CH:31]=[CH:32][CH:33]=1.O. The catalyst is CS(C)=O.Cl.[Cu]I. The product is [CH3:26][S:27][C:28]1[CH:29]=[C:30]([S:34][C:8]2[CH:9]=[CH:10][C:5]([C:3]([O:2][CH3:1])=[O:4])=[CH:6][CH:7]=2)[CH:31]=[CH:32][CH:33]=1. The yield is 0.670.